The task is: Regression. Given a peptide amino acid sequence and an MHC pseudo amino acid sequence, predict their binding affinity value. This is MHC class II binding data.. This data is from Peptide-MHC class II binding affinity with 134,281 pairs from IEDB. (1) The peptide sequence is LGMLLMTGGVTLVRK. The MHC is HLA-DQA10201-DQB10402 with pseudo-sequence HLA-DQA10201-DQB10402. The binding affinity (normalized) is 0.434. (2) The peptide sequence is VAISRYLGKQFGLSG. The binding affinity (normalized) is 0.321. The MHC is DRB1_0405 with pseudo-sequence DRB1_0405. (3) The peptide sequence is VLAPYMPDVLEKLEL. The MHC is DRB3_0101 with pseudo-sequence DRB3_0101. The binding affinity (normalized) is 0.744. (4) The peptide sequence is NVWERHYLAGEMTLM. The MHC is HLA-DQA10501-DQB10301 with pseudo-sequence HLA-DQA10501-DQB10301. The binding affinity (normalized) is 0.451.